From a dataset of Forward reaction prediction with 1.9M reactions from USPTO patents (1976-2016). Predict the product of the given reaction. (1) Given the reactants [O:1]=[C:2]1[C:7]2[NH:8][C:9]3[CH:10]=[CH:11][CH:12]=[CH:13][C:14]=3[C:6]=2[N:5]=[C:4]([S:15][CH2:16][C:17]([OH:19])=O)[N:3]1[C:20]1[CH:25]=[CH:24][CH:23]=[CH:22][CH:21]=1.C(N(CC)CC)C.CN(C(O[N:41]1N=N[C:43]2[CH:44]=[CH:45][CH:46]=N[C:42]1=2)=[N+](C)C)C.F[P-](F)(F)(F)(F)F, predict the reaction product. The product is: [O:1]=[C:2]1[C:7]2[NH:8][C:9]3[CH:10]=[CH:11][CH:12]=[CH:13][C:14]=3[C:6]=2[N:5]=[C:4]([S:15][CH2:16][C:17]([NH:41][CH2:42][CH2:43][CH2:44][CH2:45][CH3:46])=[O:19])[N:3]1[C:20]1[CH:21]=[CH:22][CH:23]=[CH:24][CH:25]=1. (2) Given the reactants Cl.[F:2][C:3]1[CH:4]=[N:5][C:6]([C@@H:9]([NH2:11])[CH3:10])=[N:7][CH:8]=1.C(N(CC)CC)C.[Cl:19][C:20]1[N:25]=[C:24](Cl)[N:23]=[C:22]([NH:27][C:28]2[N:29]=[CH:30][N:31]([CH3:33])[CH:32]=2)[N:21]=1, predict the reaction product. The product is: [Cl:19][C:20]1[N:25]=[C:24]([NH:11][C@H:9]([C:6]2[N:7]=[CH:8][C:3]([F:2])=[CH:4][N:5]=2)[CH3:10])[N:23]=[C:22]([NH:27][C:28]2[N:29]=[CH:30][N:31]([CH3:33])[CH:32]=2)[N:21]=1. (3) Given the reactants [N:1]1[CH:6]=[CH:5][CH:4]=[CH:3][C:2]=1[CH:7]([CH3:10])C=O.[C:11]([O:15][C:16](=[O:37])[NH:17][CH:18]([C:28]([N:30]1[CH2:35][CH2:34][CH:33]([CH3:36])[CH2:32][CH2:31]1)=[O:29])CCC1C=CC=CC=1Cl)([CH3:14])([CH3:13])[CH3:12].ClC1C=CC=CC=1C=CC=O, predict the reaction product. The product is: [C:11]([O:15][C:16](=[O:37])[NH:17][CH:18]([C:28]([N:30]1[CH2:35][CH2:34][CH:33]([CH3:36])[CH2:32][CH2:31]1)=[O:29])[CH2:10][CH2:7][C:2]1[CH:3]=[CH:4][CH:5]=[CH:6][N:1]=1)([CH3:14])([CH3:12])[CH3:13]. (4) Given the reactants ClC1C(C2C=CC=CC=2)=N[N:5]=[C:4]2N(C)N=C(C3C=CC(C#N)=CC=3)C=12.[Cl:26][C:27]1[C:32]([C:33]2[CH:38]=[CH:37][CH:36]=[CH:35][CH:34]=2)=[N:31][N:30]=[C:29]2[N:39]([CH3:49])[N:40]=[C:41]([C:42]3[CH:47]=[CH:46][CH:45]=[C:44](I)[CH:43]=3)[C:28]=12.ClC1C(C2C=CC=CC=2)=NN=C2N(C)N=C(C3C=CC(I)=CC=3)C=12, predict the reaction product. The product is: [Cl:26][C:27]1[C:32]([C:33]2[CH:38]=[CH:37][CH:36]=[CH:35][CH:34]=2)=[N:31][N:30]=[C:29]2[N:39]([CH3:49])[N:40]=[C:41]([C:42]3[CH:43]=[C:44]([CH:45]=[CH:46][CH:47]=3)[C:4]#[N:5])[C:28]=12. (5) Given the reactants [N+:1]([C:4]1[CH:9]=[CH:8][N:7]=[CH:6][CH:5]=1)([O-:3])=[O:2].[NH:10]1[CH2:15][CH2:14][O:13][CH2:12][CH2:11]1, predict the reaction product. The product is: [N+:1]([C:4]1[CH:9]=[CH:8][N:7]=[C:6]([N:10]2[CH2:15][CH2:14][O:13][CH2:12][CH2:11]2)[CH:5]=1)([O-:3])=[O:2]. (6) Given the reactants [Cl:1][C:2]1[CH:3]=[C:4]([NH:18][C:19]2[N:23]=[C:22]([NH2:24])[NH:21][N:20]=2)[CH:5]=[C:6]([Cl:17])[C:7]=1[S:8][C:9]1[CH:14]=[CH:13][C:12]([O:15][CH3:16])=[CH:11][CH:10]=1.OOS([O-])=O.[K+].CO.[OH-:33].[NH4+].C[OH:36].ClCCl, predict the reaction product. The product is: [Cl:17][C:6]1[CH:5]=[C:4]([NH:18][C:19]2[N:23]=[C:22]([NH2:24])[NH:21][N:20]=2)[CH:3]=[C:2]([Cl:1])[C:7]=1[S:8]([C:9]1[CH:10]=[CH:11][C:12]([O:15][CH3:16])=[CH:13][CH:14]=1)(=[O:36])=[O:33]. (7) Given the reactants [NH2:1][C:2]1[CH:3]=[C:4]([C:8]([F:11])([F:10])[F:9])[CH:5]=[CH:6][CH:7]=1.[N:12]#[C:13]Br, predict the reaction product. The product is: [NH:1]([C:2]1[CH:3]=[C:4]([C:8]([F:9])([F:10])[F:11])[CH:5]=[CH:6][CH:7]=1)[C:13]#[N:12]. (8) Given the reactants [Br:1][C:2]1[CH:3]=[C:4]([CH:11]([C:18]2[CH:23]=[CH:22][CH:21]=[CH:20][N:19]=2)[CH2:12][C:13]2[NH:14][CH2:15][CH2:16][N:17]=2)[C:5]2[O:9][CH2:8][CH2:7][C:6]=2[CH:10]=1.ClCCl.C(N(CC)CC)C.[O:34](C(OC(C)(C)C)=O)[C:35]([O:37][C:38]([CH3:41])([CH3:40])[CH3:39])=O, predict the reaction product. The product is: [C:38]([O:37][C:35]([N:17]1[CH2:16][CH2:15][N:14]=[C:13]1[CH2:12][CH:11]([C:4]1[C:5]2[O:9][CH2:8][CH2:7][C:6]=2[CH:10]=[C:2]([Br:1])[CH:3]=1)[C:18]1[CH:23]=[CH:22][CH:21]=[CH:20][N:19]=1)=[O:34])([CH3:41])([CH3:40])[CH3:39].